This data is from Reaction yield outcomes from USPTO patents with 853,638 reactions. The task is: Predict the reaction yield, written as a fraction of the theoretical maximum amount of product (1.0 means a 100% yield; for example, 0.34 means a 34% yield). (1) The yield is 0.910. The reactants are C([O:5][C:6]([CH:8]1[CH:12]([C:13]2[CH:18]=[CH:17][CH:16]=[C:15]([Cl:19])[C:14]=2[F:20])[C:11]([C:23]2[CH:28]=[CH:27][C:26]([Cl:29])=[CH:25][C:24]=2[F:30])([C:21]#[N:22])[CH:10]([CH2:31][C:32]([CH2:36][CH3:37])([CH3:35])[CH2:33][CH3:34])[NH:9]1)=[O:7])(C)(C)C.[F:38][C:39]([F:44])([F:43])[C:40]([OH:42])=[O:41]. The product is [F:38][C:39]([F:44])([F:43])[C:40]([OH:42])=[O:41].[Cl:19][C:15]1[C:14]([F:20])=[C:13]([CH:12]2[C:11]([C:23]3[CH:28]=[CH:27][C:26]([Cl:29])=[CH:25][C:24]=3[F:30])([C:21]#[N:22])[CH:10]([CH2:31][C:32]([CH2:33][CH3:34])([CH3:35])[CH2:36][CH3:37])[NH:9][CH:8]2[C:6]([OH:7])=[O:5])[CH:18]=[CH:17][CH:16]=1. The catalyst is ClCCl. (2) The yield is 0.900. The catalyst is N1C=CC=CC=1. The reactants are [Cl:1][C:2]1[CH:18]=[C:17]([O:19][CH2:20][CH:21]=[C:22]([Cl:24])[Cl:23])[CH:16]=[C:15]([Cl:25])[C:3]=1[O:4][CH2:5][CH2:6][CH2:7][CH2:8][CH2:9][O:10][CH2:11][C:12](=O)[CH3:13].Cl.[C:27]([O:31][NH2:32])([CH3:30])([CH3:29])[CH3:28].Cl. The product is [C:27]([O:31][N:32]=[C:12]([CH2:11][O:10][CH2:9][CH2:8][CH2:7][CH2:6][CH2:5][O:4][C:3]1[C:2]([Cl:1])=[CH:18][C:17]([O:19][CH2:20][CH:21]=[C:22]([Cl:24])[Cl:23])=[CH:16][C:15]=1[Cl:25])[CH3:13])([CH3:30])([CH3:29])[CH3:28].